From a dataset of Forward reaction prediction with 1.9M reactions from USPTO patents (1976-2016). Predict the product of the given reaction. (1) Given the reactants [CH3:1][C:2]1[O:3][CH:4]=[CH:5][C:6]=1[CH3:7].C([Li])CCC.[C:13]([C:15]1[CH:20]=[CH:19][CH:18]=[CH:17][N:16]=1)#N.Cl.C([O:24]CC)C, predict the reaction product. The product is: [CH3:7][C:6]1[CH:5]=[C:4]([C:13]([C:15]2[CH:20]=[CH:19][CH:18]=[CH:17][N:16]=2)=[O:24])[O:3][C:2]=1[CH3:1]. (2) Given the reactants [Br:1][C:2]1[C:3]([N:10]([CH3:12])[NH2:11])=[N:4][C:5]([S:8][CH3:9])=[N:6][CH:7]=1.C(N(CC)CC)C.[Cl:20][C:21]1[CH:29]=[CH:28][C:27]([O:30][CH3:31])=[CH:26][C:22]=1[C:23](Cl)=[O:24], predict the reaction product. The product is: [Br:1][C:2]1[C:3]([N:10]([CH3:12])[NH:11][C:23](=[O:24])[C:22]2[CH:26]=[C:27]([O:30][CH3:31])[CH:28]=[CH:29][C:21]=2[Cl:20])=[N:4][C:5]([S:8][CH3:9])=[N:6][CH:7]=1.